This data is from Buchwald-Hartwig C-N cross coupling reaction yields with 55,370 reactions. The task is: Predict the reaction yield, written as a fraction of the theoretical maximum amount of product (1.0 means a 100% yield; for example, 0.34 means a 34% yield). The reactants are Ic1cccnc1.Cc1ccc(N)cc1.O=S(=O)(O[Pd]1c2ccccc2-c2ccccc2N~1)C(F)(F)F.COc1ccc(OC)c(P(C(C)(C)C)C(C)(C)C)c1-c1c(C(C)C)cc(C(C)C)cc1C(C)C.CCN=P(N=P(N(C)C)(N(C)C)N(C)C)(N(C)C)N(C)C.CCOC(=O)c1cc(OC)no1. No catalyst specified. The product is Cc1ccc(Nc2cccnc2)cc1. The yield is 0.522.